The task is: Predict the product of the given reaction.. This data is from Forward reaction prediction with 1.9M reactions from USPTO patents (1976-2016). (1) The product is: [CH2:15]([C:12]1[C:13]([N:17]2[CH2:21][CH2:20][CH2:19][CH2:18]2)=[N:14][CH:6]=[C:7]([CH:11]=1)[C:8]([OH:10])=[O:9])[CH3:16]. Given the reactants C(N([C:6]1[N:14]=[CH:13][C:12]([CH2:15][CH3:16])=[CH:11][C:7]=1[C:8]([OH:10])=[O:9])CC)C.[NH:17]1[CH2:21][CH2:20][CH2:19][CH2:18]1, predict the reaction product. (2) Given the reactants [CH3:1][C:2]1[CH:7]=[C:6]([C:8]([F:11])([F:10])[F:9])[CH:5]=[CH:4][C:3]=1[C@H:12]1[CH2:17][C@@H:16]([C:18]2[O:22][NH:21][C:20](=[O:23])[CH:19]=2)[CH2:15][CH2:14][N:13]1C(OC)=O.Br, predict the reaction product. The product is: [CH3:1][C:2]1[CH:7]=[C:6]([C:8]([F:9])([F:10])[F:11])[CH:5]=[CH:4][C:3]=1[C@H:12]1[CH2:17][C@@H:16]([C:18]2[O:22][NH:21][C:20](=[O:23])[CH:19]=2)[CH2:15][CH2:14][NH:13]1. (3) Given the reactants [CH2:1]([N:8]([CH2:14][C:15]1[CH:20]=[CH:19][CH:18]=[CH:17][CH:16]=1)[CH:9]([CH2:12][OH:13])[CH2:10][OH:11])[C:2]1[CH:7]=[CH:6][CH:5]=[CH:4][CH:3]=1.N1C=CN=C1.[Si:26](Cl)([C:29]([CH3:32])([CH3:31])[CH3:30])([CH3:28])[CH3:27], predict the reaction product. The product is: [C:29]([Si:26]([CH3:28])([CH3:27])[O:11][CH2:10][CH:9]([N:8]([CH2:1][C:2]1[CH:3]=[CH:4][CH:5]=[CH:6][CH:7]=1)[CH2:14][C:15]1[CH:16]=[CH:17][CH:18]=[CH:19][CH:20]=1)[CH2:12][OH:13])([CH3:32])([CH3:31])[CH3:30]. (4) Given the reactants [OH:1][C:2]1[CH:7]=[CH:6][C:5]([CH2:8][CH2:9][CH2:10][CH2:11][CH2:12][C:13]([O:15][CH3:16])=[O:14])=[CH:4][CH:3]=1.[F:17][C:18]([F:31])([F:30])[S:19](O[S:19]([C:18]([F:31])([F:30])[F:17])(=[O:21])=[O:20])(=[O:21])=[O:20].O.C(OCC)C, predict the reaction product. The product is: [F:17][C:18]([F:31])([F:30])[S:19]([O:1][C:2]1[CH:3]=[CH:4][C:5]([CH2:8][CH2:9][CH2:10][CH2:11][CH2:12][C:13]([O:15][CH3:16])=[O:14])=[CH:6][CH:7]=1)(=[O:21])=[O:20]. (5) Given the reactants Br[CH2:2][CH2:3][CH:4]([CH3:8])[CH2:5][CH2:6]Br.C(=O)([O-])[O-].[K+].[K+].[Br:15][C:16]1[CH:21]=[CH:20][C:19]([N:22]2[CH2:27][CH2:26][CH2:25][C@H:24]([NH2:28])[CH2:23]2)=[CH:18][CH:17]=1.[OH-].[Na+], predict the reaction product. The product is: [Br:15][C:16]1[CH:21]=[CH:20][C:19]([N:22]2[CH2:27][CH2:26][CH2:25][C@H:24]([N:28]3[CH2:6][CH2:5][CH:4]([CH3:8])[CH2:3][CH2:2]3)[CH2:23]2)=[CH:18][CH:17]=1. (6) The product is: [C:29]1([C:42]2[CH:47]=[CH:46][CH:45]=[CH:44][CH:43]=2)[CH:34]=[CH:33][CH:32]=[CH:31][C:30]=1[CH2:35][N:36]1[CH2:37][CH2:38][N:39]([C:2]2[S:3][CH:4]=[C:5]([CH2:7][N:8]3[C:12]4[CH:13]=[CH:14][CH:15]=[CH:16][C:11]=4[N:10]([CH2:17][CH2:18][CH2:19][O:20][C:21]4[CH:26]=[CH:25][C:24]([F:27])=[CH:23][CH:22]=4)[C:9]3=[NH:28])[N:6]=2)[CH2:40][CH2:41]1. Given the reactants Cl[C:2]1[S:3][CH:4]=[C:5]([CH2:7][N:8]2[C:12]3[CH:13]=[CH:14][CH:15]=[CH:16][C:11]=3[N:10]([CH2:17][CH2:18][CH2:19][O:20][C:21]3[CH:26]=[CH:25][C:24]([F:27])=[CH:23][CH:22]=3)[C:9]2=[NH:28])[N:6]=1.[C:29]1([C:42]2[CH:47]=[CH:46][CH:45]=[CH:44][CH:43]=2)[CH:34]=[CH:33][CH:32]=[CH:31][C:30]=1[CH2:35][N:36]1[CH2:41][CH2:40][NH:39][CH2:38][CH2:37]1.C([O-])([O-])=O.[K+].[K+], predict the reaction product. (7) Given the reactants Br[C:2]1[CH:10]=[CH:9][CH:8]=[C:7]2[C:3]=1[CH:4]=[CH:5][N:6]2[S:11]([CH3:14])(=[O:13])=[O:12].[B:15]1([B:15]2[O:19][C:18]([CH3:21])([CH3:20])[C:17]([CH3:23])([CH3:22])[O:16]2)[O:19][C:18]([CH3:21])([CH3:20])[C:17]([CH3:23])([CH3:22])[O:16]1.C([O-])(=O)C.[K+], predict the reaction product. The product is: [CH3:14][S:11]([N:6]1[C:7]2[C:3](=[C:2]([B:15]3[O:19][C:18]([CH3:21])([CH3:20])[C:17]([CH3:23])([CH3:22])[O:16]3)[CH:10]=[CH:9][CH:8]=2)[CH:4]=[CH:5]1)(=[O:13])=[O:12]. (8) Given the reactants [NH2:1][C:2]1[CH:3]=[CH:4][C:5]([C:8]([OH:10])=[O:9])=[N:6][CH:7]=1.S(=O)(=O)(O)O.C([O-])([O-])=O.[Na+].[Na+].[CH2:22](O)[CH3:23], predict the reaction product. The product is: [CH2:22]([O:9][C:8]([C:5]1[CH:4]=[CH:3][C:2]([NH2:1])=[CH:7][N:6]=1)=[O:10])[CH3:23]. (9) Given the reactants NCC1C=CC=CC=1COC1C=C(C)N(CC2C=CC=CC=2)C(=O)C=1Br.C(N(CC)CC)C.C(C1C=C(NC(=O)OC2C=CC([N+]([O-])=O)=CC=2)N(C2C=CC=C(F)C=2)N=1)(C)(C)C.[Br:63][C:64]1[C:65](=[O:109])[N:66]([CH2:100][C:101]2[CH:106]=[CH:105][C:104](OC)=[CH:103][CH:102]=2)[C:67]([CH3:99])=[CH:68][C:69]=1[O:70][CH2:71][C:72]1[CH:98]=[CH:97][CH:96]=[CH:95][C:73]=1[CH2:74][NH:75][C:76]([NH:78][C:79]1[N:83]([C:84]2[CH:89]=[CH:88][CH:87]=[C:86]([F:90])[CH:85]=2)[N:82]=[C:81]([C:91]([CH3:94])([CH3:93])[CH3:92])[CH:80]=1)=[O:77], predict the reaction product. The product is: [CH2:100]([N:66]1[C:67]([CH3:99])=[CH:68][C:69]([O:70][CH2:71][C:72]2[CH:98]=[CH:97][CH:96]=[CH:95][C:73]=2[CH2:74][NH:75][C:76]([NH:78][C:79]2[N:83]([C:84]3[CH:89]=[CH:88][CH:87]=[C:86]([F:90])[CH:85]=3)[N:82]=[C:81]([C:91]([CH3:93])([CH3:94])[CH3:92])[CH:80]=2)=[O:77])=[C:64]([Br:63])[C:65]1=[O:109])[C:101]1[CH:106]=[CH:105][CH:104]=[CH:103][CH:102]=1.